From a dataset of Full USPTO retrosynthesis dataset with 1.9M reactions from patents (1976-2016). Predict the reactants needed to synthesize the given product. Given the product [F:1][C:2]1[CH:13]=[CH:12][C:5]([CH2:6][O:7][CH2:8][C:9]([NH:14][CH2:15][CH2:16][CH2:17][CH2:18][CH:19]2[CH2:23][CH2:22][N:21]([C:24]([O:26][C:27]([CH3:30])([CH3:29])[CH3:28])=[O:25])[CH2:20]2)=[O:10])=[CH:4][CH:3]=1, predict the reactants needed to synthesize it. The reactants are: [F:1][C:2]1[CH:13]=[CH:12][C:5]([CH2:6][O:7][CH2:8][C:9](Cl)=[O:10])=[CH:4][CH:3]=1.[NH2:14][CH2:15][CH2:16][CH2:17][CH2:18][CH:19]1[CH2:23][CH2:22][N:21]([C:24]([O:26][C:27]([CH3:30])([CH3:29])[CH3:28])=[O:25])[CH2:20]1.C(N(CC)CC)C.